This data is from Reaction yield outcomes from USPTO patents with 853,638 reactions. The task is: Predict the reaction yield, written as a fraction of the theoretical maximum amount of product (1.0 means a 100% yield; for example, 0.34 means a 34% yield). The reactants are [Cl:1][CH2:2][C:3](=[NH:6])[NH:4][OH:5].C(N(CC)CC)C.[F:14][C:15]1[CH:23]=[CH:22][C:21]([C:24]([F:27])([F:26])[F:25])=[CH:20][C:16]=1[C:17](Cl)=O. The catalyst is C1(C)C=CC=CC=1. The product is [Cl:1][CH2:2][C:3]1[N:6]=[C:17]([C:16]2[CH:20]=[C:21]([C:24]([F:25])([F:27])[F:26])[CH:22]=[CH:23][C:15]=2[F:14])[O:5][N:4]=1. The yield is 0.190.